From a dataset of Reaction yield outcomes from USPTO patents with 853,638 reactions. Predict the reaction yield, written as a fraction of the theoretical maximum amount of product (1.0 means a 100% yield; for example, 0.34 means a 34% yield). (1) The reactants are [Cl:1][C:2]1[CH:7]=[CH:6][C:5]([C:8]2[S:12][C:11]([C:13]([O:15]C)=O)=[C:10](/[N:17]=[CH:18]/[N:19]([CH3:21])C)[CH:9]=2)=[CH:4][CH:3]=1.NC1[CH:37]=[CH:36][C:26]([O:27][CH2:28][C:29]2([OH:35])[CH2:32][C:31]([F:34])([F:33])[CH2:30]2)=[C:25]([O:38][CH3:39])[CH:24]=1.C1(O)C=CC=CC=1. The catalyst is CO. The product is [Cl:1][C:2]1[CH:3]=[CH:4][C:5]([C:8]2[S:12][C:11]3[C:13](=[O:15])[N:19]([C:21]4[CH:37]=[CH:36][C:26]([O:27][CH2:28][C:29]5([OH:35])[CH2:30][C:31]([F:34])([F:33])[CH2:32]5)=[C:25]([O:38][CH3:39])[CH:24]=4)[CH:18]=[N:17][C:10]=3[CH:9]=2)=[CH:6][CH:7]=1. The yield is 0.698. (2) No catalyst specified. The reactants are [CH3:1][C:2]1[S:6][C:5]([NH2:7])=[N:4][CH:3]=1.[CH3:8][O:9][CH2:10][CH2:11][Br:12]. The yield is 0.400. The product is [BrH:12].[CH3:8][O:9][CH2:10][CH2:11][N:4]1[CH:3]=[C:2]([CH3:1])[S:6][C:5]1=[NH:7]. (3) The product is [Cl:1][C:2]1[CH:7]=[CH:6][CH:5]=[CH:4][C:3]=1[N:8]1[C:12](=[O:13])/[C:11](=[C:14](/[NH:31][CH2:30][C:25]2[CH:26]=[CH:27][CH:28]=[CH:29][N:24]=2)\[CH3:15])/[C:10]([CH2:19][C:20]([O:22][CH3:23])=[O:21])=[N:9]1. The catalyst is C1(C)C=CC=CC=1. The yield is 0.950. The reactants are [Cl:1][C:2]1[CH:7]=[CH:6][CH:5]=[CH:4][C:3]=1[N:8]1[C:12](=[O:13])/[C:11](=[C:14](/OCC)\[CH3:15])/[C:10]([CH2:19][C:20]([O:22][CH3:23])=[O:21])=[N:9]1.[N:24]1[CH:29]=[CH:28][CH:27]=[CH:26][C:25]=1[CH2:30][NH2:31]. (4) The catalyst is C1COCC1.C(N(CC)CC)C. The yield is 0.410. The reactants are I.[NH2:2][C:3]1[C:4]([C:11]([NH:13][C:14](=[NH:17])SC)=[O:12])=[N:5][C:6]([Cl:10])=[C:7]([NH2:9])[N:8]=1.Br.[OH:19][C:20]1[CH:25]=[CH:24][C:23]([CH2:26][CH2:27][CH2:28][CH2:29][NH2:30])=[CH:22][CH:21]=1. The product is [ClH:10].[OH:19][C:20]1[CH:21]=[CH:22][C:23]([CH2:26][CH2:27][CH2:28][CH2:29][NH:30][C:14]([NH:13][C:11]([C:4]2[C:3]([NH2:2])=[N:8][C:7]([NH2:9])=[C:6]([Cl:10])[N:5]=2)=[O:12])=[NH:17])=[CH:24][CH:25]=1.